The task is: Regression/Classification. Given a drug SMILES string, predict its absorption, distribution, metabolism, or excretion properties. Task type varies by dataset: regression for continuous measurements (e.g., permeability, clearance, half-life) or binary classification for categorical outcomes (e.g., BBB penetration, CYP inhibition). Dataset: pgp_broccatelli.. This data is from P-glycoprotein inhibition data for predicting drug efflux from Broccatelli et al.. The molecule is CCCCCCC[C@H]1OC(=O)C[C@@H](O)[C@H](Cc2ccccc2)N(C)C(=O)COC(=O)[C@H]1C. The result is 1 (inhibitor).